From a dataset of Full USPTO retrosynthesis dataset with 1.9M reactions from patents (1976-2016). Predict the reactants needed to synthesize the given product. (1) Given the product [Cl:24][C:19]1[C:18]([CH2:17][N:7]([C:8]2[CH:9]=[N:10][CH:11]=[CH:12][CH:13]=2)[C:3]2[CH:2]=[N:1][CH:6]=[CH:5][CH:4]=2)=[CH:23][CH:22]=[CH:21][N:20]=1, predict the reactants needed to synthesize it. The reactants are: [N:1]1[CH:6]=[CH:5][CH:4]=[C:3]([NH:7][C:8]2[CH:9]=[N:10][CH:11]=[CH:12][CH:13]=2)[CH:2]=1.[H-].[Na+].Br[CH2:17][C:18]1[C:19]([Cl:24])=[N:20][CH:21]=[CH:22][CH:23]=1. (2) Given the product [CH:1]1([C@@H:4]2[O:13][CH2:12][C@:7]3([C:26]4[CH:31]=[CH:30][C:29]([F:32])=[CH:28][C:27]=4[F:33])[NH:8][O:9][C@@H:10]([CH3:11])[C@@H:6]3[CH2:5]2)[CH2:2][CH2:3]1, predict the reactants needed to synthesize it. The reactants are: [CH:1]1([C@@H:4]2[O:13][CH2:12][C:7]3=[N:8][O:9][C@@H:10]([CH3:11])[C@@H:6]3[CH2:5]2)[CH2:3][CH2:2]1.C1([C@@H]2OC[C@]3([C:26]4[CH:31]=[CH:30][C:29]([F:32])=[CH:28][C:27]=4[F:33])NOC[C@@H]3C2)CC1. (3) The reactants are: [CH3:1][C:2]1[CH:22]=[CH:21][C:5]([CH2:6][NH:7][C:8](=[O:20])[CH2:9][CH2:10][C:11]2[CH:16]=[CH:15][C:14]([OH:17])=[C:13]([O:18][CH3:19])[CH:12]=2)=[CH:4][CH:3]=1.CI.[C:25](=O)([O-])[O-].[K+].[K+].CN(C)C=O. Given the product [CH3:1][C:2]1[CH:3]=[CH:4][C:5]([CH2:6][NH:7][C:8](=[O:20])[CH2:9][CH2:10][C:11]2[CH:16]=[CH:15][C:14]([O:17][CH3:25])=[C:13]([O:18][CH3:19])[CH:12]=2)=[CH:21][CH:22]=1, predict the reactants needed to synthesize it. (4) Given the product [CH3:8][N:6]1[CH:7]=[C:2]([B:27]2[O:31][C:30]([CH3:33])([CH3:32])[C:29]([CH3:35])([CH3:34])[O:28]2)[CH:3]=[C:4]([NH:10][C:11]2[CH:16]=[CH:15][C:14]([N:17]3[CH2:22][CH2:21][N:20]([CH:23]4[CH2:26][O:25][CH2:24]4)[CH2:19][CH2:18]3)=[CH:13][N:12]=2)[C:5]1=[O:9], predict the reactants needed to synthesize it. The reactants are: Br[C:2]1[CH:3]=[C:4]([NH:10][C:11]2[CH:16]=[CH:15][C:14]([N:17]3[CH2:22][CH2:21][N:20]([CH:23]4[CH2:26][O:25][CH2:24]4)[CH2:19][CH2:18]3)=[CH:13][N:12]=2)[C:5](=[O:9])[N:6]([CH3:8])[CH:7]=1.[B:27]1([B:27]2[O:31][C:30]([CH3:33])([CH3:32])[C:29]([CH3:35])([CH3:34])[O:28]2)[O:31][C:30]([CH3:33])([CH3:32])[C:29]([CH3:35])([CH3:34])[O:28]1.CC(C1C=C(C(C)C)C(C2C=CC=CC=2P(C2CCCCC2)C2CCCCC2)=C(C(C)C)C=1)C.C(O[K])(C)=O. (5) The reactants are: Br[C:2]1[CH:7]=[C:6]([F:8])[C:5]([N+:9]([O-])=O)=[C:4](Br)[C:3]=1[O:13][CH3:14].N. Given the product [F:8][C:6]1[CH:7]=[CH:2][C:3]([O:13][CH3:14])=[CH:4][C:5]=1[NH2:9], predict the reactants needed to synthesize it. (6) Given the product [CH2:10]([CH:4]([CH2:3][C:1]#[N:2])[C:21]#[N:22])[CH:11]([CH3:13])[CH3:12], predict the reactants needed to synthesize it. The reactants are: [C:1]([CH2:3][C:4](OCC)=O)#[N:2].C(=O)[CH2:10][CH:11]([CH3:13])[CH3:12].CCCCCC.[C-:21]#[N:22].[K+]. (7) Given the product [CH3:24][S:25]([O:16][CH2:15][CH:12]1[CH2:13][CH2:14][N:9]([C:7]2[O:6][N:5]=[C:4]([CH:2]([CH3:1])[CH3:3])[N:8]=2)[CH2:10][CH2:11]1)(=[O:27])=[O:26], predict the reactants needed to synthesize it. The reactants are: [CH3:1][CH:2]([C:4]1[N:8]=[C:7]([N:9]2[CH2:14][CH2:13][CH:12]([CH2:15][OH:16])[CH2:11][CH2:10]2)[O:6][N:5]=1)[CH3:3].C(N(CC)CC)C.[CH3:24][S:25](Cl)(=[O:27])=[O:26]. (8) Given the product [F:13][C:7]1[C:6]([OH:5])=[C:11]([C:6](=[O:5])[CH2:7][CH3:8])[CH:10]=[CH:9][C:8]=1[F:12], predict the reactants needed to synthesize it. The reactants are: C([O:5][C:6]1[CH:11]=[CH:10][CH:9]=[C:8]([F:12])[C:7]=1[F:13])(=O)CC.[Cl-].[Cl-].[Cl-].[Al+3].Cl. (9) Given the product [CH2:19]([C:18]1[N:17]([C:23]2[CH:24]=[CH:25][CH:26]=[CH:27][CH:28]=2)[N:16]=[C:15]([C:29]([O:31][CH2:32][CH3:33])=[O:30])[C:14]=1[C:11]1[CH:12]=[CH:13][C:8]([C:6]([OH:7])=[O:5])=[CH:9][C:10]=1[C:34]([N:36]1[C@H:45]([CH2:46][O:47][Si:48]([C:51]([CH3:53])([CH3:52])[CH3:54])([CH3:49])[CH3:50])[CH2:44][C:43]2[C:38](=[CH:39][CH:40]=[CH:41][CH:42]=2)[CH2:37]1)=[O:35])[CH2:20][CH2:21][CH3:22], predict the reactants needed to synthesize it. The reactants are: C([O:5][C:6]([C:8]1[CH:13]=[CH:12][C:11]([C:14]2[C:15]([C:29]([O:31][CH2:32][CH3:33])=[O:30])=[N:16][N:17]([C:23]3[CH:28]=[CH:27][CH:26]=[CH:25][CH:24]=3)[C:18]=2[CH2:19][CH2:20][CH2:21][CH3:22])=[C:10]([C:34]([N:36]2[C@H:45]([CH2:46][O:47][Si:48]([C:51]([CH3:54])([CH3:53])[CH3:52])([CH3:50])[CH3:49])[CH2:44][C:43]3[C:38](=[CH:39][CH:40]=[CH:41][CH:42]=3)[CH2:37]2)=[O:35])[CH:9]=1)=[O:7])(C)(C)C.N1C(C)=CC=CC=1C.[Si](OS(C(F)(F)F)(=O)=O)(C)(C)C.